Dataset: Forward reaction prediction with 1.9M reactions from USPTO patents (1976-2016). Task: Predict the product of the given reaction. (1) Given the reactants C[O:2][C:3]([C:5]1[C:9]([NH:10][C:11](=[O:34])[C:12]2[CH:17]=[CH:16][CH:15]=[C:14]([CH2:18][N:19]3[C:24](=[O:25])[CH:23]=[CH:22][C:21]([C:26]4[CH:27]=[N:28][N:29]([CH2:31][CH2:32][NH2:33])[CH:30]=4)=[N:20]3)[CH:13]=2)=[CH:8][N:7]([CH3:35])[N:6]=1)=[O:4].O.[OH-].[Li+:38], predict the reaction product. The product is: [Li+:38].[NH2:33][CH2:32][CH2:31][N:29]1[CH:30]=[C:26]([C:21]2[CH:22]=[CH:23][C:24](=[O:25])[N:19]([CH2:18][C:14]3[CH:13]=[C:12]([CH:17]=[CH:16][CH:15]=3)[C:11]([NH:10][C:9]3[C:5]([C:3]([O-:4])=[O:2])=[N:6][N:7]([CH3:35])[CH:8]=3)=[O:34])[N:20]=2)[CH:27]=[N:28]1. (2) Given the reactants [OH:1][C:2]1[CH:10]=[CH:9][C:5]([CH2:6][C:7]#[N:8])=[CH:4][CH:3]=1.C(=O)([O-])[O-].[K+].[K+].Br[CH:18](C)[C:19]#[N:20], predict the reaction product. The product is: [C:7]([CH2:6][C:5]1[CH:9]=[CH:10][C:2]([O:1][CH2:18][C:19]#[N:20])=[CH:3][CH:4]=1)#[N:8]. (3) Given the reactants [OH:1][C:2]1[CH:38]=[CH:37][C:5]([C:6]([CH2:8][CH2:9][CH2:10][NH:11][C:12]2[CH:17]=[C:16]([O:18][CH3:19])[CH:15]=[CH:14][C:13]=2[CH:20]2[CH2:29][CH2:28][C:27]3[CH:26]=[C:25]([O:30]C(=O)C(C)(C)C)[CH:24]=[CH:23][C:22]=3[CH2:21]2)=O)=[CH:4][CH:3]=1.Cl[CH2:40][C:41]([N:43]([CH2:45][CH2:46][O:47][CH3:48])[CH3:44])=O, predict the reaction product. The product is: [CH3:19][O:18][C:16]1[CH:15]=[CH:14][C:13]([CH:20]2[CH2:29][CH2:28][C:27]3[CH:26]=[C:25]([OH:30])[CH:24]=[CH:23][C:22]=3[CH2:21]2)=[C:12]([NH:11][CH2:10][CH2:9][CH2:8][CH2:6][C:5]2[CH:37]=[CH:38][C:2]([O:1][CH2:40][CH2:41][N:43]([CH2:45][CH2:46][O:47][CH3:48])[CH3:44])=[CH:3][CH:4]=2)[CH:17]=1. (4) The product is: [NH2:25][C:13]1[CH:12]=[C:11]([C@@H:10]([O:28][C:29](=[O:31])[CH3:30])[CH2:9][N:8]([CH2:1][C:2]2[CH:7]=[CH:6][CH:5]=[CH:4][CH:3]=2)[C:32]2([CH3:41])[CH2:33][C:34]3[C:39](=[CH:38][CH:37]=[CH:36][CH:35]=3)[CH2:40]2)[CH:16]=[CH:15][C:14]=1[O:17][CH2:18][C:19]1[CH:20]=[CH:21][CH:22]=[CH:23][CH:24]=1. Given the reactants [CH2:1]([N:8]([C:32]1([CH3:41])[CH2:40][C:39]2[C:34](=[CH:35][CH:36]=[CH:37][CH:38]=2)[CH2:33]1)[CH2:9][C@H:10]([O:28][C:29](=[O:31])[CH3:30])[C:11]1[CH:16]=[CH:15][C:14]([O:17][CH2:18][C:19]2[CH:24]=[CH:23][CH:22]=[CH:21][CH:20]=2)=[C:13]([N+:25]([O-])=O)[CH:12]=1)[C:2]1[CH:7]=[CH:6][CH:5]=[CH:4][CH:3]=1.NC1C=C([C@@H](O)CN(CC2C=CC=CC=2)C2CC3C(=CC(CC)=C(CC)C=3)C2)C=CC=1OCC1C=CC=CC=1, predict the reaction product. (5) Given the reactants [CH3:1][O:2][C:3]1[CH:8]=[C:7]([O:9][CH3:10])[N:6]=[C:5]([N:11]2[C:20](=[O:21])[C:19]3[C:14](=[CH:15][C:16]([C:22]([OH:24])=O)=[CH:17][CH:18]=3)[NH:13][C:12]2=[S:25])[N:4]=1.CN(C(ON1N=NC2C=CC=NC1=2)=[N+](C)C)C.F[P-](F)(F)(F)(F)F.CCN(C(C)C)C(C)C.Cl.[NH2:60][CH2:61][C:62]1[CH:63]=[C:64]([CH:69]=[CH:70][CH:71]=1)[C:65]([O:67]C)=[O:66], predict the reaction product. The product is: [CH3:10][O:9][C:7]1[CH:8]=[C:3]([O:2][CH3:1])[N:4]=[C:5]([N:11]2[C:20](=[O:21])[C:19]3[C:14](=[CH:15][C:16]([C:22]([NH:60][CH2:61][C:62]4[CH:63]=[C:64]([CH:69]=[CH:70][CH:71]=4)[C:65]([OH:67])=[O:66])=[O:24])=[CH:17][CH:18]=3)[NH:13][C:12]2=[S:25])[N:6]=1. (6) Given the reactants [C:1]([O:5][C:6]([NH:8][CH2:9][C:10]1[C:11]([C:25]2[CH:30]=[CH:29][C:28]([CH3:31])=[CH:27][CH:26]=2)=[C:12]([CH2:21][C:22](O)=[O:23])[C:13]([CH3:20])=[N:14][C:15]=1[CH2:16][CH:17]([CH3:19])[CH3:18])=[O:7])([CH3:4])([CH3:3])[CH3:2].Cl.[CH2:33]1[CH:38]2[CH2:39][NH:40][CH2:41][CH2:42][N:37]2[C:36](=[O:43])[CH2:35][O:34]1.F[P-](F)(F)(F)(F)F.N1(OC(N(C)C)=[N+](C)C)C2N=CC=CC=2N=N1.C(N(CC)CC)C, predict the reaction product. The product is: [CH2:16]([C:15]1[C:10]([CH2:9][NH:8][C:6](=[O:7])[O:5][C:1]([CH3:4])([CH3:2])[CH3:3])=[C:11]([C:25]2[CH:26]=[CH:27][C:28]([CH3:31])=[CH:29][CH:30]=2)[C:12]([CH2:21][C:22](=[O:23])[N:40]2[CH2:41][CH2:42][N:37]3[CH:38]([CH2:33][O:34][CH2:35][C:36]3=[O:43])[CH2:39]2)=[C:13]([CH3:20])[N:14]=1)[CH:17]([CH3:18])[CH3:19]. (7) Given the reactants [Cl:1][C:2]([Cl:24])([Cl:23])[C:3]([N:5]1[CH2:10][CH2:9][N:8]([C:11]2[CH:20]=[CH:19][C:18]3[C:13](=[CH:14][CH:15]=[CH:16][CH:17]=3)[C:12]=2[O:21][CH3:22])[CH2:7][CH2:6]1)=[O:4].[Cl:25][S:26](O)(=[O:28])=[O:27].P(Cl)(Cl)(Cl)(Cl)Cl, predict the reaction product. The product is: [CH3:22][O:21][C:12]1[C:13]2[C:18](=[CH:17][CH:16]=[CH:15][CH:14]=2)[C:19]([S:26]([Cl:25])(=[O:28])=[O:27])=[CH:20][C:11]=1[N:8]1[CH2:7][CH2:6][N:5]([C:3](=[O:4])[C:2]([Cl:1])([Cl:23])[Cl:24])[CH2:10][CH2:9]1. (8) Given the reactants [NH2:1][C:2]1[N:6]([C:7]2[C:12]([Cl:13])=[CH:11][C:10]([C:14]([O:16]CC)=[O:15])=[CH:9][C:8]=2[Cl:19])[N:5]=[C:4]([CH2:20][CH3:21])[C:3]=1[C:22]([NH2:24])=[O:23].[CH3:25][O:26][C:27]1[CH:32]=[CH:31][C:30]([CH2:33][C:34](OC)=O)=[CH:29][CH:28]=1.[Na].CC(O)=O, predict the reaction product. The product is: [Cl:13][C:12]1[CH:11]=[C:10]([C:14]([OH:16])=[O:15])[CH:9]=[C:8]([Cl:19])[C:7]=1[N:6]1[C:2]2=[N:1][C:34]([CH2:33][C:30]3[CH:31]=[CH:32][C:27]([O:26][CH3:25])=[CH:28][CH:29]=3)=[N:24][C:22](=[O:23])[C:3]2=[C:4]([CH2:20][CH3:21])[NH:5]1. (9) Given the reactants [H-].[Na+].[I-].[CH3:4][S+](C)(C)=O.[Cl:9][C:10]1[CH:11]=[C:12]([CH:16]=[CH:17][C:18]([N:20]([O:22][CH3:23])[CH3:21])=[O:19])[CH:13]=[CH:14][CH:15]=1, predict the reaction product. The product is: [CH3:23][O:22][N:20]([CH3:21])[C:18]([CH:17]1[CH2:4][CH:16]1[C:12]1[CH:13]=[CH:14][CH:15]=[C:10]([Cl:9])[CH:11]=1)=[O:19]. (10) Given the reactants C([O:3][C:4]([C:6]1[C:7]2[N:8]=[CH:9][CH:10]=[N:11][C:12]=2[C:13]([C:16]2[C:21]([F:22])=[C:20]([O:23][CH3:24])[CH:19]=[C:18]([O:25][CH3:26])[C:17]=2[Cl:27])=[CH:14][CH:15]=1)=O)C.[CH3:28][N:29]1[CH2:34][CH2:33][N:32]([CH2:35][C:36]2[CH:37]=[CH:38][C:39]([NH:42]C(C3C4N=CC=NC=4C(C4C(Cl)=C(OC)C=C(OC)C=4Cl)=CC=3)=O)=[N:40][CH:41]=2)[CH2:31][CH2:30]1.C[Al](C)C.C([O-])(O)=O.[Na+], predict the reaction product. The product is: [CH3:28][N:29]1[CH2:34][CH2:33][N:32]([CH2:35][C:36]2[CH:37]=[CH:38][C:39]([NH:42][C:4]([C:6]3[C:7]4[N:8]=[CH:9][CH:10]=[N:11][C:12]=4[C:13]([C:16]4[C:21]([F:22])=[C:20]([O:23][CH3:24])[CH:19]=[C:18]([O:25][CH3:26])[C:17]=4[Cl:27])=[CH:14][CH:15]=3)=[O:3])=[N:40][CH:41]=2)[CH2:31][CH2:30]1.